From a dataset of Catalyst prediction with 721,799 reactions and 888 catalyst types from USPTO. Predict which catalyst facilitates the given reaction. (1) Reactant: [BH4-].[Na+].[Br:3][C:4]1[CH:13]=[C:12]2[C:7]([C:8](=[O:20])[CH2:9][CH:10]([C:14]3[CH:19]=[CH:18][CH:17]=[CH:16][CH:15]=3)[O:11]2)=[CH:6][CH:5]=1. Product: [Br:3][C:4]1[CH:13]=[C:12]2[C:7]([CH:8]([OH:20])[CH2:9][CH:10]([C:14]3[CH:19]=[CH:18][CH:17]=[CH:16][CH:15]=3)[O:11]2)=[CH:6][CH:5]=1. The catalyst class is: 5. (2) Reactant: C(Cl)(=O)C(Cl)=O.CS(C)=O.[F:11][C:12]1[CH:17]=[CH:16][C:15]([C@H:18]2[CH2:23][CH2:22][N:21]([C:24]([O:26][C:27]3[CH:32]=[CH:31][C:30]([C:33]([O:35][CH3:36])=[O:34])=[CH:29][CH:28]=3)=[O:25])[CH2:20][C@@H:19]2[CH2:37][OH:38])=[CH:14][CH:13]=1.C(N(C(C)C)CC)(C)C. Product: [F:11][C:12]1[CH:17]=[CH:16][C:15]([C@H:18]2[CH2:23][CH2:22][N:21]([C:24]([O:26][C:27]3[CH:32]=[CH:31][C:30]([C:33]([O:35][CH3:36])=[O:34])=[CH:29][CH:28]=3)=[O:25])[CH2:20][C@@H:19]2[CH:37]=[O:38])=[CH:14][CH:13]=1. The catalyst class is: 4. (3) Reactant: Cl[C:2]1[N:7]=[C:6](Cl)[CH:5]=[CH:4][N:3]=1.[Cl:9][C:10]1[CH:17]=[CH:16][C:13]([CH2:14][NH2:15])=[CH:12][CH:11]=1.[CH2:18]([NH:25][CH2:26][CH2:27][OH:28])[C:19]1[CH:24]=[CH:23][CH:22]=[CH:21][CH:20]=1. Product: [CH2:18]([N:25]([C:2]1[N:7]=[C:6]([NH:15][CH2:14][C:13]2[CH:16]=[CH:17][C:10]([Cl:9])=[CH:11][CH:12]=2)[CH:5]=[CH:4][N:3]=1)[CH2:26][CH2:27][OH:28])[C:19]1[CH:24]=[CH:23][CH:22]=[CH:21][CH:20]=1. The catalyst class is: 6. (4) Reactant: [C:1]([O:9]CC)(=[O:8])[CH2:2][C:3]([O:5]CC)=O.[Br:12][C:13]1[CH:19]=[CH:18][CH:17]=[CH:16][C:14]=1[NH2:15].C(=O)([O-])[O-].[Na+].[Na+].Cl. Product: [Br:12][C:13]1[CH:19]=[CH:18][CH:17]=[CH:16][C:14]=1[NH:15][C:3](=[O:5])[CH2:2][C:1]([OH:9])=[O:8]. The catalyst class is: 72. (5) Product: [C:1]1([C:7]2([CH2:13][CH2:14][C:15]3[O:17][N:21]=[C:20]([C:22]4[CH:23]=[CH:24][C:25]([CH2:26][N:27]5[CH2:28][CH:29]([C:31]([O:33][C:34]([CH3:35])([CH3:37])[CH3:36])=[O:32])[CH2:30]5)=[CH:38][CH:39]=4)[N:19]=3)[CH2:8][CH2:9][CH2:10][CH2:11][CH2:12]2)[CH:2]=[CH:3][CH:4]=[CH:5][CH:6]=1. The catalyst class is: 290. Reactant: [C:1]1([C:7]2([CH2:13][CH2:14][C:15]([OH:17])=O)[CH2:12][CH2:11][CH2:10][CH2:9][CH2:8]2)[CH:6]=[CH:5][CH:4]=[CH:3][CH:2]=1.O/[N:19]=[C:20](/[C:22]1[CH:39]=[CH:38][C:25]([CH2:26][N:27]2[CH2:30][CH:29]([C:31]([O:33][C:34]([CH3:37])([CH3:36])[CH3:35])=[O:32])[CH2:28]2)=[CH:24][CH:23]=1)\[NH2:21].C(N=C=NC(C)C)(C)C.CCCC[N+](CCCC)(CCCC)CCCC.[F-]. (6) Reactant: [H-].[H-].[H-].[H-].[Li+].[Al+3].[N:7]1[CH2:11][CH2:10][CH2:9][C:8]=1[C:12]1[CH:13]=[C:14]([CH:25]=[CH:26][CH:27]=1)[O:15][CH2:16][CH2:17][CH2:18][N:19]1[CH2:24][CH2:23][CH2:22][CH2:21][CH2:20]1.O.[OH-].[Na+]. Product: [NH:7]1[CH2:11][CH2:10][CH2:9][CH:8]1[C:12]1[CH:13]=[C:14]([CH:25]=[CH:26][CH:27]=1)[O:15][CH2:16][CH2:17][CH2:18][N:19]1[CH2:24][CH2:23][CH2:22][CH2:21][CH2:20]1. The catalyst class is: 1. (7) Reactant: [Cl:1][Si](C)(C)C.[CH3:6][N:7]([CH3:34])[C:8]1([C:27]2[CH:32]=[CH:31][CH:30]=[C:29]([F:33])[CH:28]=2)[CH2:13][CH2:12][CH:11]([CH2:14][C:15]([NH:17][CH2:18][CH2:19][CH2:20][C:21]2[CH:26]=[CH:25][CH:24]=[CH:23][CH:22]=2)=[O:16])[CH2:10][CH2:9]1.CCOCC. Product: [ClH:1].[CH3:34][N:7]([CH3:6])[C:8]1([C:27]2[CH:32]=[CH:31][CH:30]=[C:29]([F:33])[CH:28]=2)[CH2:13][CH2:12][CH:11]([CH2:14][C:15]([NH:17][CH2:18][CH2:19][CH2:20][C:21]2[CH:22]=[CH:23][CH:24]=[CH:25][CH:26]=2)=[O:16])[CH2:10][CH2:9]1. The catalyst class is: 573. (8) Reactant: [Cl:1][C:2]1[C:3]([O:20][CH3:21])=[C:4]2[C:9](=[CH:10][CH:11]=1)[C:8](=[O:12])[C:7]([OH:17])([C:13](F)(F)F)[CH2:6][C:5]2([CH3:19])[CH3:18].[CH:22]([Mg]Br)=[CH2:23].[NH4+].[Cl-]. Product: [Cl:1][C:2]1[C:3]([O:20][CH3:21])=[C:4]2[C:9](=[CH:10][CH:11]=1)[C:8]([CH:22]=[CH2:23])([OH:12])[C:7]([CH3:13])([OH:17])[CH2:6][C:5]2([CH3:19])[CH3:18]. The catalyst class is: 1. (9) Reactant: C([Li])CCC.C(NC(C)C)(C)C.[C:13]([OH:22])(=[O:21])[CH2:14][CH2:15][CH2:16][CH2:17][CH2:18][CH2:19][CH3:20].[O:23]1[CH2:28][CH2:27][CH2:26][CH2:25][CH:24]1[O:29][CH2:30][CH2:31][CH2:32][CH2:33][CH2:34][CH:35]=[O:36].[Cl-].[NH4+]. Product: [CH2:15]([CH:14]([CH:35]([OH:36])[CH2:34][CH2:33][CH2:32][CH2:31][CH2:30][O:29][CH:24]1[CH2:25][CH2:26][CH2:27][CH2:28][O:23]1)[C:13]([OH:22])=[O:21])[CH2:16][CH2:17][CH2:18][CH2:19][CH3:20]. The catalyst class is: 323.